This data is from Full USPTO retrosynthesis dataset with 1.9M reactions from patents (1976-2016). The task is: Predict the reactants needed to synthesize the given product. (1) Given the product [CH2:1]([O:8][C:9]1[CH:16]=[C:15]([O:17][CH2:18][CH2:19][O:20][CH3:21])[CH:14]=[CH:13][C:10]=1[CH2:11][CH:24]=[O:25])[C:2]1[CH:7]=[CH:6][CH:5]=[CH:4][CH:3]=1, predict the reactants needed to synthesize it. The reactants are: [CH2:1]([O:8][C:9]1[CH:16]=[C:15]([O:17][CH2:18][CH2:19][O:20][CH3:21])[CH:14]=[CH:13][C:10]=1[CH:11]=O)[C:2]1[CH:7]=[CH:6][CH:5]=[CH:4][CH:3]=1.ClC[C:24](OCC)=[O:25].CC(C)([O-])C.[K+].[OH-].[Na+]. (2) Given the product [CH2:1]([O:5][CH2:6][CH2:7][O:8][C:9]1[CH:10]=[CH:11][C:12]([C:15]2[CH:20]=[CH:19][C:18]([N:21]3[CH2:25][CH2:24][CH:23]([CH3:26])[CH2:22]3)=[C:17](/[CH:27]=[C:28](\[CH3:32])/[C:29]([NH:59][C:58]3[CH:57]=[CH:56][C:55]([S@:53]([CH2:52][C:51]4[N:47]([CH2:44][CH2:45][CH3:46])[CH:48]=[N:49][CH:50]=4)=[O:54])=[CH:61][CH:60]=3)=[O:30])[CH:16]=2)=[CH:13][CH:14]=1)[CH2:2][CH2:3][CH3:4], predict the reactants needed to synthesize it. The reactants are: [CH2:1]([O:5][CH2:6][CH2:7][O:8][C:9]1[CH:14]=[CH:13][C:12]([C:15]2[CH:20]=[CH:19][C:18]([N:21]3[CH2:25][CH2:24][CH:23]([CH3:26])[CH2:22]3)=[C:17](/[CH:27]=[C:28](\[CH3:32])/[C:29](O)=[O:30])[CH:16]=2)=[CH:11][CH:10]=1)[CH2:2][CH2:3][CH3:4].CN(C=O)C.C(Cl)(=O)C(Cl)=O.[CH2:44]([N:47]1[C:51]([CH2:52][S@@:53]([C:55]2[CH:61]=[CH:60][C:58]([NH2:59])=[CH:57][CH:56]=2)=[O:54])=[CH:50][N:49]=[CH:48]1)[CH2:45][CH3:46].